Dataset: Forward reaction prediction with 1.9M reactions from USPTO patents (1976-2016). Task: Predict the product of the given reaction. (1) Given the reactants [CH3:1][O:2][C:3]1[C:8]2[N:9]=[C:10]([NH2:12])[S:11][C:7]=2[C:6]([N:13]2[CH2:18][CH2:17][O:16][CH2:15][CH2:14]2)=[CH:5][CH:4]=1.C1([O:25][C:26]([C:28]2[CH:29]=[N:30][N:31]([CH2:33][CH2:34][N:35]3[CH2:40][CH2:39][O:38][CH2:37][CH2:36]3)[CH:32]=2)=O)C=CC=CC=1, predict the reaction product. The product is: [CH3:1][O:2][C:3]1[C:8]2[N:9]=[C:10]([NH:12][C:26]([C:28]3[CH:29]=[N:30][N:31]([CH2:33][CH2:34][N:35]4[CH2:40][CH2:39][O:38][CH2:37][CH2:36]4)[CH:32]=3)=[O:25])[S:11][C:7]=2[C:6]([N:13]2[CH2:18][CH2:17][O:16][CH2:15][CH2:14]2)=[CH:5][CH:4]=1. (2) Given the reactants [CH3:1][Mg]Br.[Cl:4][C:5]1[C:10]([CH:11]=[O:12])=[C:9]([Cl:13])[N:8]=[CH:7][N:6]=1.O, predict the reaction product. The product is: [Cl:4][C:5]1[C:10]([CH:11]([OH:12])[CH3:1])=[C:9]([Cl:13])[N:8]=[CH:7][N:6]=1.